From a dataset of Reaction yield outcomes from USPTO patents with 853,638 reactions. Predict the reaction yield, written as a fraction of the theoretical maximum amount of product (1.0 means a 100% yield; for example, 0.34 means a 34% yield). The reactants are C([O:3][C:4]([C@@H:6]1[CH2:11][CH2:10][CH2:9][N:8]([CH:12]2[CH2:17][CH2:16][N:15]([C:18]([C:20]3[CH:25]=[C:24]([C:26]4[CH:31]=[CH:30][CH:29]=[CH:28][CH:27]=4)[N:23]=[C:22]([C:32]4[CH:37]=[CH:36][CH:35]=[CH:34][CH:33]=4)[CH:21]=3)=[O:19])[CH2:14][CH2:13]2)[CH2:7]1)=O)C.O.[OH-].[Li+].Cl.[N:42]1([C:48]([O:50][C:51]([CH3:54])([CH3:53])[CH3:52])=[O:49])[CH2:47][CH2:46][NH:45][CH2:44][CH2:43]1.C(N(CC)C(C)C)(C)C. The catalyst is O1CCCC1.O.ClCCl.C1(C)C(C)=CC=CC=1.ClCCl.CO. The product is [C:51]([O:50][C:48]([N:42]1[CH2:47][CH2:46][N:45]([C:4]([CH:6]2[CH2:11][CH2:10][CH2:9][N:8]([CH:12]3[CH2:17][CH2:16][N:15]([C:18]([C:20]4[CH:25]=[C:24]([C:26]5[CH:27]=[CH:28][CH:29]=[CH:30][CH:31]=5)[N:23]=[C:22]([C:32]5[CH:37]=[CH:36][CH:35]=[CH:34][CH:33]=5)[CH:21]=4)=[O:19])[CH2:14][CH2:13]3)[CH2:7]2)=[O:3])[CH2:44][CH2:43]1)=[O:49])([CH3:54])([CH3:53])[CH3:52]. The yield is 0.710.